This data is from Catalyst prediction with 721,799 reactions and 888 catalyst types from USPTO. The task is: Predict which catalyst facilitates the given reaction. (1) Reactant: [S:1]1[C:5]([C:6]2[C:7]([O:27][CH3:28])=[CH:8][C:9]([O:25][CH3:26])=[C:10](/[CH:12]=[CH:13]/[C:14]([C:16]3[CH:24]=[CH:23][C:19]([C:20]([OH:22])=[O:21])=[CH:18][CH:17]=3)=[O:15])[CH:11]=2)=[CH:4][C:3]2[CH:29]=[CH:30][CH:31]=[CH:32][C:2]1=2.[NH:33]([CH2:35][C@@H:36]([C@H:38]([C@@H:40]([C@@H:42]([CH2:44][OH:45])[OH:43])[OH:41])[OH:39])[OH:37])[CH3:34].C(O)C. Product: [CH3:34][NH:33][CH2:35][C@@H:36]([C@H:38]([C@@H:40]([C@@H:42]([CH2:44][OH:45])[OH:43])[OH:41])[OH:39])[OH:37].[S:1]1[C:5]([C:6]2[C:7]([O:27][CH3:28])=[CH:8][C:9]([O:25][CH3:26])=[C:10](/[CH:12]=[CH:13]/[C:14]([C:16]3[CH:24]=[CH:23][C:19]([C:20]([OH:22])=[O:21])=[CH:18][CH:17]=3)=[O:15])[CH:11]=2)=[CH:4][C:3]2[CH:29]=[CH:30][CH:31]=[CH:32][C:2]1=2. The catalyst class is: 1. (2) Reactant: [CH2:1]([O:3][C:4]([C:6]1(C(OCC)=O)[CH2:11][O:10][C:9]([CH3:13])([CH3:12])[O:8][CH2:7]1)=[O:5])[CH3:2].[Cl-].[Na+].O. Product: [CH2:1]([O:3][C:4]([CH:6]1[CH2:11][O:10][C:9]([CH3:12])([CH3:13])[O:8][CH2:7]1)=[O:5])[CH3:2]. The catalyst class is: 16. (3) Reactant: [F-].C([N+](CCCC)(CCCC)CCCC)CCC.[Si]([O:26][CH2:27][CH2:28][CH2:29][C@H:30]([O:41][C:42]1[N:47]=[CH:46][N:45]=[C:44]2[N:48]([C:51]3[C:56]([Cl:57])=[CH:55][CH:54]=[CH:53][N:52]=3)[N:49]=[CH:50][C:43]=12)[C:31]([NH:33][C:34]1[CH:39]=[CH:38][C:37]([Cl:40])=[CH:36][N:35]=1)=[O:32])(C(C)(C)C)(C)C. Product: [Cl:40][C:37]1[CH:38]=[CH:39][C:34]([NH:33][C:31](=[O:32])[C@@H:30]([O:41][C:42]2[N:47]=[CH:46][N:45]=[C:44]3[N:48]([C:51]4[C:56]([Cl:57])=[CH:55][CH:54]=[CH:53][N:52]=4)[N:49]=[CH:50][C:43]=23)[CH2:29][CH2:28][CH2:27][OH:26])=[N:35][CH:36]=1. The catalyst class is: 1. (4) Reactant: [F:1][C:2]1[C:7]2[N:8]=[N:9][S:10][C:6]=2[CH:5]=[C:4](C(O)=O)[C:3]=1[NH:14][C:15]1[CH:20]=[CH:19][C:18]([Br:21])=[CH:17][C:16]=1[Cl:22].C1C=CC(P(N=[N+]=[N-])(C2C=CC=CC=2)=[O:30])=CC=1.C([N:42]([CH2:45]C)CC)C. Product: [F:1][C:2]1[C:7]2[N:8]=[N:9][S:10][C:6]=2[CH:5]=[C:4]2[NH:42][C:45](=[O:30])[N:14]([C:15]3[CH:20]=[CH:19][C:18]([Br:21])=[CH:17][C:16]=3[Cl:22])[C:3]=12. The catalyst class is: 218. (5) Reactant: CN([C:9]1[N:14]2[N:15]=[CH:16][C:17]([CH2:18][CH2:19][C:20]([O:22]CC)=[O:21])=[C:13]2[N:12]=[CH:11][N:10]=1)C1C=CC=CC=1.[OH-].[Na+].C([OH:29])C. Product: [O:29]=[C:9]1[N:14]2[N:15]=[CH:16][C:17]([CH2:18][CH2:19][C:20]([OH:22])=[O:21])=[C:13]2[N:12]=[CH:11][NH:10]1. The catalyst class is: 6. (6) Reactant: CS[C:3](=[C:6]([C:9]#[N:10])[C:7]#[N:8])SC.[NH2:11][CH2:12][CH2:13][CH2:14][NH:15][CH2:16][CH2:17][CH2:18][OH:19].C(OC(C)C)(C)C. Product: [OH:19][CH2:18][CH2:17][CH2:16][N:15]1[CH2:14][CH2:13][CH2:12][NH:11][C:3]1=[C:6]([C:9]#[N:10])[C:7]#[N:8]. The catalyst class is: 1.